From a dataset of Catalyst prediction with 721,799 reactions and 888 catalyst types from USPTO. Predict which catalyst facilitates the given reaction. Reactant: [Cl:1][C:2]1[CH:7]=[C:6]([O:8][C:9]2[C:10]3[NH:17][CH:16]=[CH:15][C:11]=3[N:12]=[CH:13][N:14]=2)[CH:5]=[CH:4][C:3]=1[NH:18][C:19]([NH:21][C:22]1[CH:27]=[CH:26][CH:25]=[C:24]([C:28]([F:31])([F:30])[F:29])[CH:23]=1)=[O:20].O.[C:33]1([CH3:43])[CH:38]=[CH:37][C:36]([S:39]([OH:42])(=[O:41])=[O:40])=[CH:35][CH:34]=1. Product: [C:33]1([CH3:43])[CH:34]=[CH:35][C:36]([S:39]([OH:42])(=[O:40])=[O:41])=[CH:37][CH:38]=1.[Cl:1][C:2]1[CH:7]=[C:6]([O:8][C:9]2[C:10]3[NH:17][CH:16]=[CH:15][C:11]=3[N:12]=[CH:13][N:14]=2)[CH:5]=[CH:4][C:3]=1[NH:18][C:19]([NH:21][C:22]1[CH:27]=[CH:26][CH:25]=[C:24]([C:28]([F:30])([F:29])[F:31])[CH:23]=1)=[O:20]. The catalyst class is: 8.